From a dataset of Reaction yield outcomes from USPTO patents with 853,638 reactions. Predict the reaction yield, written as a fraction of the theoretical maximum amount of product (1.0 means a 100% yield; for example, 0.34 means a 34% yield). (1) The reactants are Br[C:2]1[CH:3]=[C:4]([F:17])[C:5]2[CH2:10][O:9][CH:8]([CH2:11][NH:12][CH2:13][CH2:14][CH3:15])[O:7][C:6]=2[CH:16]=1.[CH3:18][S:19]([O-:21])=[O:20].[Na+].N1CCC[C@H]1C(O)=O.C(=O)([O-])[O-].[K+].[K+]. The catalyst is CS(C)=O.[Cu](I)I.O.CCOC(C)=O. The product is [F:17][C:4]1[C:5]2[CH2:10][O:9][CH:8]([CH2:11][NH:12][CH2:13][CH2:14][CH3:15])[O:7][C:6]=2[CH:16]=[C:2]([S:19]([CH3:18])(=[O:21])=[O:20])[CH:3]=1. The yield is 0.390. (2) The reactants are [Br:1][C:2]1[CH:10]=[C:9]([F:11])[CH:8]=[CH:7][C:3]=1[C:4]([OH:6])=[O:5].[CH3:12]O. The catalyst is Cl. The product is [Br:1][C:2]1[CH:10]=[C:9]([F:11])[CH:8]=[CH:7][C:3]=1[C:4]([O:6][CH3:12])=[O:5]. The yield is 0.940. (3) No catalyst specified. The yield is 0.810. The product is [F:1][C:2]1[CH:7]=[C:6]([F:8])[CH:5]=[CH:4][C:3]=1[N:9]1[CH2:14][CH2:13][N:12]([S:15]([C:18]2[CH:23]=[CH:22][C:21]([C:24]([OH:26])([CH3:25])[C:32]([F:35])([F:34])[F:33])=[CH:20][CH:19]=2)(=[O:17])=[O:16])[C@H:11]([CH3:27])[CH2:10]1. The reactants are [F:1][C:2]1[CH:7]=[C:6]([F:8])[CH:5]=[CH:4][C:3]=1[N:9]1[CH2:14][CH2:13][N:12]([S:15]([C:18]2[CH:23]=[CH:22][C:21]([C:24](=[O:26])[CH3:25])=[CH:20][CH:19]=2)(=[O:17])=[O:16])[C@H:11]([CH3:27])[CH2:10]1.[Si]([C:32]([F:35])([F:34])[F:33])(C)(C)C.CCCC[N+](CCCC)(CCCC)CCCC.[F-].